Dataset: TCR-epitope binding with 47,182 pairs between 192 epitopes and 23,139 TCRs. Task: Binary Classification. Given a T-cell receptor sequence (or CDR3 region) and an epitope sequence, predict whether binding occurs between them. The epitope is GTSGSPIVNR. The TCR CDR3 sequence is CASSGGTSFREQFF. Result: 1 (the TCR binds to the epitope).